Dataset: Full USPTO retrosynthesis dataset with 1.9M reactions from patents (1976-2016). Task: Predict the reactants needed to synthesize the given product. (1) The reactants are: [CH3:1][O:2][C:3]1[C:16]([O:17][CH3:18])=[CH:15][CH:14]=[C:13]([C:19]2[CH:27]=[CH:26][CH:25]=[C:24]3[C:20]=2[CH2:21][CH2:22][C:23]3=[O:28])[C:4]=1[O:5][CH2:6][C:7]([CH3:12])([CH3:11])[C:8](O)=[O:9].[CH:29]1([NH2:32])[CH2:31][CH2:30]1.COC1C(OC)=CC=C(C2C=CC=C3C=2CCC3=O)C=1OCC(C)(C)C(NC)=O. Given the product [CH:29]1([NH:32][C:8](=[O:9])[C:7]([CH3:11])([CH3:12])[CH2:6][O:5][C:4]2[C:13]([C:19]3[CH:27]=[CH:26][CH:25]=[C:24]4[C:20]=3[CH2:21][CH2:22][C:23]4=[O:28])=[CH:14][CH:15]=[C:16]([O:17][CH3:18])[C:3]=2[O:2][CH3:1])[CH2:31][CH2:30]1, predict the reactants needed to synthesize it. (2) Given the product [F:51][C:47]1[CH:48]=[CH:49][CH:50]=[C:2]([F:1])[C:3]=1[C:4]([NH:6][C:7]1[CH:12]=[C:11]([C:13]2[C:21]([C:22]3[CH:27]=[CH:26][N:25]=[C:24]([NH:28][C:29]4[CH:38]=[C:37]5[C:32]([CH2:33][CH2:34][NH:35][CH2:36]5)=[CH:31][CH:30]=4)[N:23]=3)=[C:16]3[CH:17]=[CH:18][CH:19]=[CH:20][N:15]3[N:14]=2)[CH:10]=[CH:9][C:8]=1[O:45][CH3:46])=[O:5], predict the reactants needed to synthesize it. The reactants are: [F:1][C:2]1[CH:50]=[CH:49][CH:48]=[C:47]([F:51])[C:3]=1[C:4]([NH:6][C:7]1[CH:12]=[C:11]([C:13]2[C:21]([C:22]3[CH:27]=[CH:26][N:25]=[C:24]([NH:28][C:29]4[CH:38]=[C:37]5[C:32]([CH2:33][CH2:34][N:35](C(=O)C(F)(F)F)[CH2:36]5)=[CH:31][CH:30]=4)[N:23]=3)=[C:16]3[CH:17]=[CH:18][CH:19]=[CH:20][N:15]3[N:14]=2)[CH:10]=[CH:9][C:8]=1[O:45][CH3:46])=[O:5].C1COCC1.[Li+].[OH-]. (3) Given the product [OH:24][C:18]1([C:12]2[CH:17]=[CH:16][CH:15]=[CH:14][CH:13]=2)[CH2:23][CH2:22][N:21]([CH2:1][C:3]2[S:7][C:6]([NH:8][C:9](=[O:11])[CH3:10])=[N:5][CH:4]=2)[CH2:20][CH2:19]1, predict the reactants needed to synthesize it. The reactants are: [CH:1]([C:3]1[S:7][C:6]([NH:8][C:9](=[O:11])[CH3:10])=[N:5][CH:4]=1)=O.[C:12]1([C:18]2([OH:24])[CH2:23][CH2:22][NH:21][CH2:20][CH2:19]2)[CH:17]=[CH:16][CH:15]=[CH:14][CH:13]=1. (4) Given the product [F:1][C:2]([F:16])([F:17])[CH2:3][NH:5][C:6]1[CH:7]=[CH:8][C:9]([C:10]([O:12][CH3:13])=[O:11])=[CH:14][CH:15]=1, predict the reactants needed to synthesize it. The reactants are: [F:1][C:2]([F:17])([F:16])[C:3]([NH:5][C:6]1[CH:15]=[CH:14][C:9]([C:10]([O:12][CH3:13])=[O:11])=[CH:8][CH:7]=1)=O.[BH4-].C([N+](CCCC)(CCCC)CCCC)CCC. (5) Given the product [CH3:1][C:2]1[C:8]([CH3:9])=[CH:7][C:5]([NH:6][CH2:16][CH2:17][CH2:18][C:19]2[CH:24]=[CH:23][CH:22]=[CH:21][CH:20]=2)=[C:4]([N+:10]([O-:12])=[O:11])[CH:3]=1, predict the reactants needed to synthesize it. The reactants are: [CH3:1][C:2]1[C:8]([CH3:9])=[CH:7][C:5]([NH2:6])=[C:4]([N+:10]([O-:12])=[O:11])[CH:3]=1.[H-].[Na+].Br[CH2:16][CH2:17][CH2:18][C:19]1[CH:24]=[CH:23][CH:22]=[CH:21][CH:20]=1. (6) Given the product [CH3:25][C:26]1([CH3:37])[C:34]2[C:29](=[CH:30][C:31]([CH2:35][NH:9][CH2:10][CH2:11][C:12]3[CH:17]=[CH:16][CH:15]=[C:14]([C:19]([F:20])([F:21])[F:22])[CH:13]=3)=[CH:32][CH:33]=2)[CH2:28][CH2:27]1, predict the reactants needed to synthesize it. The reactants are: C1(C2C=CC(C[NH:9][CH2:10][CH2:11][C:12]3[CH:17]=[CH:16][C:15](F)=[C:14]([C:19]([F:22])([F:21])[F:20])[CH:13]=3)=CC=2)CC1.[CH3:25][C:26]1([CH3:37])[C:34]2[C:29](=[CH:30][C:31]([CH:35]=O)=[CH:32][CH:33]=2)[CH2:28][CH2:27]1.FC(F)(F)C1C=C(CCN)C=CC=1.[BH4-].[Na+]. (7) Given the product [F:33][C:30]1[CH:29]=[CH:28][C:27]([C:15]2[N:14]=[C:13]3[CH:12]=[CH:11][NH:10][C:18]3=[CH:17][C:16]=2[C:19]2[CH:26]=[CH:25][C:22]([C:23]#[N:24])=[CH:21][CH:20]=2)=[CH:32][CH:31]=1, predict the reactants needed to synthesize it. The reactants are: C1(S([N:10]2[C:18]3[C:13](=[N:14][C:15]([C:27]4[CH:32]=[CH:31][C:30]([F:33])=[CH:29][CH:28]=4)=[C:16]([C:19]4[CH:26]=[CH:25][C:22]([C:23]#[N:24])=[CH:21][CH:20]=4)[CH:17]=3)[CH:12]=[CH:11]2)(=O)=O)C=CC=CC=1. (8) Given the product [N:19]([CH2:2][C:3]([NH:5][CH2:6][C:7](=[O:18])[C:8]1[CH:13]=[C:12]([O:14][CH3:15])[CH:11]=[CH:10][C:9]=1[O:16][CH3:17])=[O:4])=[N+:20]=[N-:21], predict the reactants needed to synthesize it. The reactants are: Cl[CH2:2][C:3]([NH:5][CH2:6][C:7](=[O:18])[C:8]1[CH:13]=[C:12]([O:14][CH3:15])[CH:11]=[CH:10][C:9]=1[O:16][CH3:17])=[O:4].[N-:19]=[N+:20]=[N-:21].[Na+].[I-].[K+]. (9) Given the product [CH:15]1([NH:14][C:12](=[O:13])[C:11]2[CH:10]=[CH:9][C:20]([CH3:21])=[CH:19][C:18]=2[NH:53][C:54](=[O:55])[C:37]2[CH:38]=[CH:39][C:40]([O:51][CH:49]([C:44]3[CH:45]=[CH:46][CH:47]=[CH:48][N:43]=3)[CH3:50])=[CH:41][CH:42]=2)[CH2:16][CH2:17]1, predict the reactants needed to synthesize it. The reactants are: OC1C=CC(C(N[C:9]2[CH:10]=[C:11]([CH:18]=[CH:19][C:20]=2[CH3:21])[C:12]([NH:14][CH:15]2[CH2:17][CH2:16]2)=[O:13])=O)=CC=1.[C:37]1(P([C:37]2[CH:42]=[CH:41][CH:40]=[CH:39][CH:38]=2)[C:37]2[CH:42]=[CH:41][CH:40]=[CH:39][CH:38]=2)[CH:42]=[CH:41][CH:40]=[CH:39][CH:38]=1.[N:43]1[CH:48]=[CH:47][CH:46]=[CH:45][C:44]=1[CH:49]([OH:51])[CH3:50].N(C(OCC)=O)=[N:53][C:54](OCC)=[O:55].